This data is from Catalyst prediction with 721,799 reactions and 888 catalyst types from USPTO. The task is: Predict which catalyst facilitates the given reaction. Reactant: [OH:1][CH2:2][C:3]1[C:4]([S:32]([CH3:35])(=[O:34])=[O:33])=[CH:5][C:6]2[N:10]3[CH2:11][CH2:12][N:13]([C:18]4[N:23]=[C:22]([C:24]([F:27])([F:26])[F:25])[C:21]([C:28]([OH:30])=O)=[CH:20][N:19]=4)[C@H:14]([CH:15]([CH3:17])[CH3:16])[C:9]3=[N:8][C:7]=2[CH:31]=1.C[N:37](C(ON1N=NC2C=CC=NC1=2)=[N+](C)C)C.F[P-](F)(F)(F)(F)F.CC[N:62](CC)CC.[NH4+].[Cl-]. Product: [OH:1][CH2:2][C:3]1[C:4]([S:32]([CH3:35])(=[O:33])=[O:34])=[CH:5][C:6]2[N:10]3[CH2:11][CH2:12][N:13]([C:18]4[N:23]=[C:22]([C:24]([F:25])([F:27])[F:26])[C:21]([C:28]([NH2:37])=[O:30])=[CH:20][N:19]=4)[C@H:14]([CH:15]([CH3:16])[CH3:17])[C:9]3=[N:8][C:7]=2[CH:31]=1.[OH:1][CH2:2][C:3]1[C:4]([S:32]([CH3:35])(=[O:33])=[O:34])=[CH:5][C:6]2[N:10]3[CH2:11][CH2:12][N:13]([C:18]4[N:23]=[C:22]([C:24]([F:25])([F:27])[F:26])[C:21]([C:28]([NH2:62])=[O:30])=[CH:20][N:19]=4)[C@@H:14]([CH:15]([CH3:16])[CH3:17])[C:9]3=[N:8][C:7]=2[CH:31]=1. The catalyst class is: 18.